This data is from Full USPTO retrosynthesis dataset with 1.9M reactions from patents (1976-2016). The task is: Predict the reactants needed to synthesize the given product. (1) Given the product [CH2:30]([NH:37][C@@H:10]1[CH2:11][CH2:12][C@@H:13]2[N:8]([CH2:1][C:2]3[CH:3]=[CH:4][CH:5]=[CH:6][CH:7]=3)[C@@:9]1([C:24]1[CH:25]=[CH:26][CH:27]=[CH:28][CH:29]=1)[CH2:15][C@H:14]2[C:16]([O:18][C:19]([CH3:20])([CH3:21])[CH3:22])=[O:17])[C:31]1[CH:36]=[CH:35][CH:34]=[CH:33][CH:32]=1, predict the reactants needed to synthesize it. The reactants are: [CH2:1]([N:8]1[C@@H:13]2[C@H:14]([C:16]([O:18][C:19]([CH3:22])([CH3:21])[CH3:20])=[O:17])[CH2:15][C@@:9]1([C:24]1[CH:29]=[CH:28][CH:27]=[CH:26][CH:25]=1)[C:10](=O)[CH2:11][CH2:12]2)[C:2]1[CH:7]=[CH:6][CH:5]=[CH:4][CH:3]=1.[CH2:30]([NH2:37])[C:31]1[CH:36]=[CH:35][CH:34]=[CH:33][CH:32]=1.C([BH3-])#N.[Na+]. (2) The reactants are: [Cl:1][C:2]1[CH:7]=[CH:6][C:5]([C:8]([N:10]([CH3:34])[C@@H:11]2[CH2:16][CH2:15][N:14]([C:17]3[N:22]=[CH:21][C:20]([C:23]([OH:25])=O)=[CH:19][CH:18]=3)[CH2:13][C@H:12]2[C:26]2[CH:31]=[CH:30][C:29]([Cl:32])=[C:28]([Cl:33])[CH:27]=2)=[O:9])=[CH:4][CH:3]=1.[NH3:35]. Given the product [Cl:1][C:2]1[CH:7]=[CH:6][C:5]([C:8]([N:10]([CH3:34])[C@@H:11]2[CH2:16][CH2:15][N:14]([C:17]3[N:22]=[CH:21][C:20]([C:23]([NH2:35])=[O:25])=[CH:19][CH:18]=3)[CH2:13][C@H:12]2[C:26]2[CH:31]=[CH:30][C:29]([Cl:32])=[C:28]([Cl:33])[CH:27]=2)=[O:9])=[CH:4][CH:3]=1, predict the reactants needed to synthesize it. (3) Given the product [Cl:24][CH2:23][CH2:22][N:12]1[CH2:13][CH2:14][N:9]([C:6]2[CH:5]=[CH:4][C:3]([O:2][CH3:1])=[CH:8][CH:7]=2)[CH2:10][CH2:11]1, predict the reactants needed to synthesize it. The reactants are: [CH3:1][O:2][C:3]1[CH:8]=[CH:7][C:6]([N:9]2[CH2:14][CH2:13][NH:12][CH2:11][CH2:10]2)=[CH:5][CH:4]=1.C(=O)([O-])[O-].[K+].[K+].Br[CH2:22][CH2:23][Cl:24]. (4) Given the product [C:1]([NH:7][CH2:8][CH2:9][C:10]([O:12][C:13]([CH3:16])([CH3:15])[CH3:14])=[O:11])(=[O:5])[CH2:2][CH2:3][CH3:4], predict the reactants needed to synthesize it. The reactants are: [C:1](Cl)(=[O:5])[CH2:2][CH2:3][CH3:4].[NH2:7][CH2:8][CH2:9][C:10]([O:12][C:13]([CH3:16])([CH3:15])[CH3:14])=[O:11].C(=O)([O-])O.[Na+].